This data is from Reaction yield outcomes from USPTO patents with 853,638 reactions. The task is: Predict the reaction yield, written as a fraction of the theoretical maximum amount of product (1.0 means a 100% yield; for example, 0.34 means a 34% yield). (1) The reactants are [NH:1]1[C:9]2[C:4](=[CH:5][CH:6]=[CH:7][CH:8]=2)[C:3](=O)[C:2]1=[O:11].[Cl:12][C:13]1[CH:14]=[C:15]([CH:17]=[CH:18][C:19]=1[Cl:20])[NH2:16]. No catalyst specified. The product is [Cl:12][C:13]1[CH:14]=[C:15]([N:16]=[C:3]2[C:4]3[C:9](=[CH:8][CH:7]=[CH:6][CH:5]=3)[NH:1][C:2]2=[O:11])[CH:17]=[CH:18][C:19]=1[Cl:20]. The yield is 0.900. (2) The reactants are [N:1]1[C:10]2[C:5](=[CH:6][N:7]=[CH:8][CH:9]=2)[CH:4]=[CH:3][C:2]=1[C:11]([OH:13])=O.O.ON1C2C=CC=CC=2N=N1.[CH:25]1([NH2:35])[C:34]2[C:29](=[CH:30][CH:31]=[CH:32][CH:33]=2)[CH2:28][CH2:27][CH2:26]1.CCCCCC.C(OCC)(=O)C. The catalyst is CN(C=O)C.C(OCC)(=O)C. The product is [CH:25]1([NH:35][C:11]([C:2]2[CH:3]=[CH:4][C:5]3[C:10](=[CH:9][CH:8]=[N:7][CH:6]=3)[N:1]=2)=[O:13])[C:34]2[C:29](=[CH:30][CH:31]=[CH:32][CH:33]=2)[CH2:28][CH2:27][CH2:26]1. The yield is 1.00. (3) The reactants are [F:1][C:2]1[CH:3]=[C:4]([CH:7]=[CH:8][C:9]=1[O:10][CH2:11][CH2:12][CH2:13][N:14]1[CH2:19][CH2:18][N:17]([CH3:20])[CH2:16][CH2:15]1)[CH:5]=O.[CH3:21][C:22]1[CH:27]=[CH:26][CH:25]=[C:24]([NH2:28])[C:23]=1[NH2:29]. No catalyst specified. The product is [F:1][C:2]1[CH:3]=[C:4]([C:5]2[NH:28][C:24]3[CH:25]=[CH:26][CH:27]=[C:22]([CH3:21])[C:23]=3[N:29]=2)[CH:7]=[CH:8][C:9]=1[O:10][CH2:11][CH2:12][CH2:13][N:14]1[CH2:19][CH2:18][N:17]([CH3:20])[CH2:16][CH2:15]1. The yield is 1.00. (4) The reactants are [CH:1]([S:4]([C:7]1[CH:8]=[C:9]2[C:13](=[C:14]([O:16][CH2:17][CH2:18][C:19]3[CH:24]=[CH:23][CH:22]=[CH:21][N:20]=3)[CH:15]=1)[N:12](COC)[N:11]=[C:10]2[NH:28][C:29]1[CH:34]=[N:33][CH:32]=[CH:31][N:30]=1)(=[O:6])=[O:5])([CH3:3])[CH3:2].Cl.C(=O)([O-])O.[Na+]. The catalyst is O1CCCC1. The product is [CH:1]([S:4]([C:7]1[CH:8]=[C:9]2[C:13](=[C:14]([O:16][CH2:17][CH2:18][C:19]3[CH:24]=[CH:23][CH:22]=[CH:21][N:20]=3)[CH:15]=1)[NH:12][N:11]=[C:10]2[NH:28][C:29]1[CH:34]=[N:33][CH:32]=[CH:31][N:30]=1)(=[O:6])=[O:5])([CH3:3])[CH3:2]. The yield is 0.650. (5) The reactants are [N:1]([CH2:4][CH2:5][NH:6]C(=O)CCCCCCCCCCCCC)=[N+:2]=[N-:3].[CH3:22][N:23]([CH3:38])[C:24]1[CH:33]=[CH:32][CH:31]=[C:30]2[C:25]=1[CH:26]=[CH:27][CH:28]=[C:29]2[S:34](Cl)(=[O:36])=[O:35].N(CCN)=[N+]=[N-].C(N(CC)CC)C. The catalyst is ClCCl. The product is [N:1]([CH2:4][CH2:5][NH:6][S:34]([C:29]1[C:30]2[C:25](=[C:24]([N:23]([CH3:38])[CH3:22])[CH:33]=[CH:32][CH:31]=2)[CH:26]=[CH:27][CH:28]=1)(=[O:36])=[O:35])=[N+:2]=[N-:3]. The yield is 0.860. (6) The reactants are [NH2:1][CH:2]([C:7]1[CH:12]=[CH:11][C:10]([O:13][CH:14]([F:16])[F:15])=[C:9]([O:17][CH2:18][CH3:19])[CH:8]=1)[CH2:3][C:4]([OH:6])=[O:5].[C:20]([NH:23][C:24]1[CH:34]=[CH:33][CH:32]=[C:26]2[C:27]([O:29][C:30](=O)[C:25]=12)=[O:28])(=[O:22])[CH3:21].C([O-])(=O)C.[Na+]. The catalyst is C(O)(=O)C. The product is [C:20]([NH:23][C:24]1[CH:34]=[CH:33][CH:32]=[C:26]2[C:25]=1[C:30](=[O:29])[N:1]([CH:2]([C:7]1[CH:12]=[CH:11][C:10]([O:13][CH:14]([F:16])[F:15])=[C:9]([O:17][CH2:18][CH3:19])[CH:8]=1)[CH2:3][C:4]([OH:6])=[O:5])[C:27]2=[O:28])(=[O:22])[CH3:21]. The yield is 0.450. (7) The reactants are [BH4-].[Na+].[Cl:3][C:4]1[CH:5]=[CH:6][C:7]2[N:8]([C:10]([CH:16]=[O:17])=[C:11]([CH:13]3[CH2:15][CH2:14]3)[N:12]=2)[N:9]=1. The catalyst is CO. The product is [Cl:3][C:4]1[CH:5]=[CH:6][C:7]2[N:8]([C:10]([CH2:16][OH:17])=[C:11]([CH:13]3[CH2:14][CH2:15]3)[N:12]=2)[N:9]=1. The yield is 0.930.